This data is from CYP2C9 inhibition data for predicting drug metabolism from PubChem BioAssay. The task is: Regression/Classification. Given a drug SMILES string, predict its absorption, distribution, metabolism, or excretion properties. Task type varies by dataset: regression for continuous measurements (e.g., permeability, clearance, half-life) or binary classification for categorical outcomes (e.g., BBB penetration, CYP inhibition). Dataset: cyp2c9_veith. The drug is O=S(=O)(c1cc(-c2nc3ccccc3s2)ccc1Cl)N1CCOCC1. The result is 0 (non-inhibitor).